The task is: Predict the product of the given reaction.. This data is from Forward reaction prediction with 1.9M reactions from USPTO patents (1976-2016). (1) Given the reactants [CH3:1][NH:2][C:3](=[O:19])[C:4]1[CH:9]=[C:8]([N+:10]([O-])=O)[CH:7]=[C:6]([N:13]2[CH2:18][CH2:17][O:16][CH2:15][CH2:14]2)[CH:5]=1, predict the reaction product. The product is: [NH2:10][C:8]1[CH:9]=[C:4]([CH:5]=[C:6]([N:13]2[CH2:14][CH2:15][O:16][CH2:17][CH2:18]2)[CH:7]=1)[C:3]([NH:2][CH3:1])=[O:19]. (2) The product is: [C:21]([C:18]1[N:19]=[CH:20][C:15]([NH:14][C:11]2[CH:10]=[C:9]([NH:23][CH2:24][CH:25]3[CH2:30][CH2:29][N:28]([C:31]([O:33][C:34]([CH3:36])([CH3:37])[CH3:35])=[O:32])[CH2:27][CH2:26]3)[C:8]([C:6]3[O:5][N:4]=[C:2]([CH3:3])[N:1]=3)=[CH:13][N:12]=2)=[N:16][CH:17]=1)#[N:22]. Given the reactants [NH2:1]/[C:2](=[N:4]/[O:5][C:6]([C:8]1[C:9]([NH:23][CH2:24][CH:25]2[CH2:30][CH2:29][N:28]([C:31]([O:33][C:34]([CH3:37])([CH3:36])[CH3:35])=[O:32])[CH2:27][CH2:26]2)=[CH:10][C:11]([NH:14][C:15]2[CH:20]=[N:19][C:18]([C:21]#[N:22])=[CH:17][N:16]=2)=[N:12][CH:13]=1)=O)/[CH3:3], predict the reaction product.